This data is from Reaction yield outcomes from USPTO patents with 853,638 reactions. The task is: Predict the reaction yield, written as a fraction of the theoretical maximum amount of product (1.0 means a 100% yield; for example, 0.34 means a 34% yield). (1) The reactants are [C:1]1([P:7]([Cl:9])[Cl:8])[CH:6]=[CH:5][CH:4]=[CH:3][CH:2]=1.[CH2:10]([NH:12][CH2:13][CH3:14])[CH3:11]. The catalyst is C1(C)C=CC=CC=1. The product is [CH2:10]([N:12]([CH2:13][CH3:14])[PH:7]([Cl:9])([Cl:8])[C:1]1[CH:6]=[CH:5][CH:4]=[CH:3][CH:2]=1)[CH3:11]. The yield is 0.970. (2) The reactants are [Br:1][C:2]1[CH:3]=[CH:4][C:5]([NH:8][NH:9][C:10](=O)[CH:11]([C:13]2[N:14]=[N:15][C:16]([Cl:19])=[CH:17][CH:18]=2)[CH3:12])=[N:6][CH:7]=1.P(Cl)(Cl)(Cl)=O.C([O-])(O)=O.[Na+]. The catalyst is CCOC(C)=O. The product is [Br:1][C:2]1[CH:3]=[CH:4][C:5]2[N:6]([C:10]([CH:11]([C:13]3[N:14]=[N:15][C:16]([Cl:19])=[CH:17][CH:18]=3)[CH3:12])=[N:9][N:8]=2)[CH:7]=1. The yield is 0.463.